This data is from Catalyst prediction with 721,799 reactions and 888 catalyst types from USPTO. The task is: Predict which catalyst facilitates the given reaction. (1) Reactant: [CH3:1][CH:2]([O:4][C:5]1[CH:11]=[CH:10][CH:9]=[CH:8][C:6]=1[NH2:7])[CH3:3].P(=O)(O)(O)O.[N+]([O-])(O)=O.[N:21]([O-])=O.[Na+].C([O-])(=O)C.[K+].[C:30]([CH2:33][C:34](=[O:36])[CH3:35])(=[O:32])[CH3:31]. Product: [CH3:3][CH:2]([O:4][C:5]1[CH:11]=[CH:10][CH:9]=[CH:8][C:6]=1[NH:7][N:21]=[C:33]([C:34](=[O:36])[CH3:35])[C:30](=[O:32])[CH3:31])[CH3:1]. The catalyst class is: 97. (2) The catalyst class is: 114. Reactant: [Cl:1][C:2]1[N:3]=[C:4](Cl)[C:5]2[CH2:10][N:9]([CH:11]([CH3:13])[CH3:12])[C:8](=[O:14])[C:6]=2[N:7]=1.[CH:16]1[C:25]2[C:20](=[CH:21][CH:22]=[CH:23][CH:24]=2)[CH:19]=[C:18]([CH2:26][NH2:27])[N:17]=1.CCN(C(C)C)C(C)C. Product: [Cl:1][C:2]1[N:3]=[C:4]([NH:27][CH2:26][C:18]2[N:17]=[CH:16][C:25]3[C:20]([CH:19]=2)=[CH:21][CH:22]=[CH:23][CH:24]=3)[C:5]2[CH2:10][N:9]([CH:11]([CH3:13])[CH3:12])[C:8](=[O:14])[C:6]=2[N:7]=1. (3) Reactant: [C:1]1(=[O:8])[CH:6]=[CH:5][C:4](=[O:7])[CH:3]=[CH:2]1.[CH:9]([C:11]1[CH:16]=[CH:15][CH:14]=[CH:13][CH:12]=1)=[CH2:10]. Product: [CH:15]1[C:16]2=[C:6]3[C:5](=[CH:10][CH:9]=[C:11]2[CH:12]=[CH:13][CH:14]=1)[C:4](=[O:7])[C:3]1[C:2](=[CH:10][CH:9]=[C:11]2[CH:16]=[CH:15][CH:14]=[CH:13][C:12]2=1)[C:1]3=[O:8]. The catalyst class is: 51. (4) Reactant: [CH2:1]([N:8]1[CH2:13][CH2:12][O:11][CH:10]([C:14]2[CH:19]=[CH:18][C:17](Br)=[CH:16][CH:15]=2)[CH2:9]1)[C:2]1[CH:7]=[CH:6][CH:5]=[CH:4][CH:3]=1.[CH3:21][C:22]1[CH:27]=[CH:26][CH:25]=[C:24]([CH3:28])[C:23]=1[SH:29].N1C2C(=CC=CC=2O)CCC1.C([O-])([O-])=O.[Cs+].[Cs+]. Product: [CH2:1]([N:8]1[CH2:13][CH2:12][O:11][CH:10]([C:14]2[CH:19]=[CH:18][C:17]([S:29][C:23]3[C:24]([CH3:28])=[CH:25][CH:26]=[CH:27][C:22]=3[CH3:21])=[CH:16][CH:15]=2)[CH2:9]1)[C:2]1[CH:7]=[CH:6][CH:5]=[CH:4][CH:3]=1. The catalyst class is: 18.